From a dataset of Reaction yield outcomes from USPTO patents with 853,638 reactions. Predict the reaction yield, written as a fraction of the theoretical maximum amount of product (1.0 means a 100% yield; for example, 0.34 means a 34% yield). (1) The yield is 0.620. The product is [CH:2]([C:6]1[C:15]([CH2:16][C:17]2[S:18][CH:19]=[CH:20][CH:21]=2)=[CH:14][C:13]2[C:12]([CH3:24])([CH3:23])[CH2:11][CH2:10][C:9]([CH3:26])([CH3:25])[C:8]=2[CH:7]=1)=[O:1]. The catalyst is C(OCC)(=O)C.[Pd]. The reactants are [O:1]1CCO[CH:2]1[C:6]1[C:15]([CH:16](O)[C:17]2[S:18][CH:19]=[CH:20][CH:21]=2)=[CH:14][C:13]2[C:12]([CH3:24])([CH3:23])[CH2:11][CH2:10][C:9]([CH3:26])([CH3:25])[C:8]=2[CH:7]=1. (2) The reactants are C([O:4][C:5]1[CH:17]=[C:16]([C:18]2[CH:23]=[CH:22][CH:21]=[CH:20][CH:19]=2)[C:8]([O:9][CH2:10][C:11]([O:13][CH2:14][CH3:15])=[O:12])=[C:7]([C:24]2[CH:29]=[CH:28][CH:27]=[CH:26][CH:25]=2)[CH:6]=1)(=O)C.C1(C)C=CC(S(O)(=O)=O)=CC=1. The catalyst is C1(C)C=CC=CC=1.CC(C)=O. The product is [CH2:14]([O:13][C:11](=[O:12])[CH2:10][O:9][C:8]1[C:7]([C:24]2[CH:29]=[CH:28][CH:27]=[CH:26][CH:25]=2)=[CH:6][C:5]([OH:4])=[CH:17][C:16]=1[C:18]1[CH:19]=[CH:20][CH:21]=[CH:22][CH:23]=1)[CH3:15]. The yield is 0.560.